This data is from Full USPTO retrosynthesis dataset with 1.9M reactions from patents (1976-2016). The task is: Predict the reactants needed to synthesize the given product. (1) Given the product [NH2:43][C:42]1[C:32]2[CH:31]=[C:30]([Br:29])[CH:40]=[C:39]([CH3:41])[C:33]=2[O:34][C:35]=1[C:36]([NH2:38])=[O:37], predict the reactants needed to synthesize it. The reactants are: BrC1C=CC2OC(C(=O)N)=C(NC(C3CCCN3C(OC(C)(C)C)=O)=O)C=2C=1.[Br:29][C:30]1[CH:40]=[C:39]([CH3:41])[C:33]([O:34][CH2:35][C:36]([NH2:38])=[O:37])=[C:32]([C:42]#[N:43])[CH:31]=1.BrC1C=C(C)C2OC3C(=O)NC(CN4CC[C@H](O)C4)=NC=3C=2C=1. (2) Given the product [Cl:14][C:15]1[CH:16]=[C:17]([CH:21]=[CH:22][C:23]=1[F:24])[C:18]([N:11]=[C:9]1[N:8]([CH:26]([CH2:31][CH3:32])[C:27]([OH:29])=[O:28])[C:7]2[CH:12]=[CH:13][C:4]([O:3][CH2:1][CH3:2])=[CH:5][C:6]=2[S:10]1)=[O:19], predict the reactants needed to synthesize it. The reactants are: [CH2:1]([O:3][C:4]1[CH:13]=[CH:12][C:7]2[N:8]=[C:9]([NH2:11])[S:10][C:6]=2[CH:5]=1)[CH3:2].[Cl:14][C:15]1[CH:16]=[C:17]([CH:21]=[CH:22][C:23]=1[F:24])[C:18](Cl)=[O:19].Br[CH:26]([CH2:31][CH3:32])[C:27]([O:29]C)=[O:28].COC1C=CC2N=C(N)SC=2C=1.ClC1C=C(C=CC=1)C(Cl)=O.BrCC(OCC)=O. (3) The reactants are: [CH:1]1([C:4]2[C:5]([N:31]([S:40]([CH3:43])(=[O:42])=[O:41])[CH2:32][CH:33]([OH:39])[CH2:34][NH:35][C:36](=[O:38])[OH:37])=[CH:6][C:7]3[O:11][C:10]([C:12]4[CH:17]=[CH:16][C:15]([O:18][C:19]5[CH:24]=[CH:23][C:22]([F:25])=[CH:21][CH:20]=5)=[CH:14][CH:13]=4)=[C:9]([C:26](=[O:29])[NH:27][CH3:28])[C:8]=3[CH:30]=2)[CH2:3][CH2:2]1.[CH:44]1[CH:45]=[CH:46][NH+]=CC=1.[O-][Cr](Cl)(=O)=O.[CH3:55]C([O-])=O.[Na+]. Given the product [C:45]([O:38][C:36](=[O:37])[NH:35][CH2:34][C:33](=[O:39])[CH2:32][N:31]([C:5]1[C:4]([CH:1]2[CH2:2][CH2:3]2)=[CH:30][C:8]2[C:9]([C:26](=[O:29])[NH:27][CH3:28])=[C:10]([C:12]3[CH:17]=[CH:16][C:15]([O:18][C:19]4[CH:20]=[CH:21][C:22]([F:25])=[CH:23][CH:24]=4)=[CH:14][CH:13]=3)[O:11][C:7]=2[CH:6]=1)[S:40]([CH3:43])(=[O:41])=[O:42])([CH3:44])([CH3:46])[CH3:55], predict the reactants needed to synthesize it. (4) Given the product [C:19]([NH:18][C:17]([C:16]1[C:11]2[C:10]([CH3:25])=[CH:9][NH:8][C:12]=2[C:13]([NH:30][C:29]2[CH:28]=[C:27]([F:26])[CH:33]=[C:32]([F:34])[CH:31]=2)=[N:14][CH:15]=1)=[O:23])([CH3:20])([CH3:21])[CH3:22], predict the reactants needed to synthesize it. The reactants are: C(OC([N:8]1[C:12]2=[C:13](Cl)[N:14]=[CH:15][C:16]([C:17](=[O:23])[NH:18][C:19]([CH3:22])([CH3:21])[CH3:20])=[C:11]2[C:10]([CH3:25])=[CH:9]1)=O)(C)(C)C.[F:26][C:27]1[CH:28]=[C:29]([CH:31]=[C:32]([F:34])[CH:33]=1)[NH2:30]. (5) Given the product [ClH:1].[N:2]12[CH2:7][CH2:6][CH:5]([CH2:8][CH2:9]1)[CH:4]([CH2:10][C:11]([NH:33][C:31]1[S:32][C:28]3[CH:27]=[C:26]([Br:25])[CH:35]=[CH:34][C:29]=3[CH:30]=1)=[O:13])[CH2:3]2, predict the reactants needed to synthesize it. The reactants are: [ClH:1].[N:2]12[CH2:9][CH2:8][CH:5]([CH2:6][CH2:7]1)[CH:4]([CH2:10][C:11]([O:13]C1C(F)=C(F)C(F)=C(F)C=1F)=O)[CH2:3]2.[Br:25][C:26]1[CH:35]=[CH:34][C:29]2[CH:30]=[C:31]([NH2:33])[S:32][C:28]=2[CH:27]=1.C(=O)([O-])[O-].Cl. (6) Given the product [C:1]([O:5][C:6](=[O:17])[NH:7][C:8]1[CH:13]=[C:12]([Cl:14])[C:11]([CH3:15])=[CH:10][C:9]=1[NH:16][C:23](=[O:22])[CH2:24][C:25]([C:27]1[CH:32]=[CH:31][CH:30]=[C:29]([C:33]2[CH:38]=[CH:37][N:36]=[C:35]([CH3:39])[CH:34]=2)[CH:28]=1)=[O:26])([CH3:4])([CH3:2])[CH3:3], predict the reactants needed to synthesize it. The reactants are: [C:1]([O:5][C:6](=[O:17])[NH:7][C:8]1[CH:13]=[C:12]([Cl:14])[C:11]([CH3:15])=[CH:10][C:9]=1[NH2:16])([CH3:4])([CH3:3])[CH3:2].C([O:22][C:23](=O)[CH2:24][C:25]([C:27]1[CH:32]=[CH:31][CH:30]=[C:29]([C:33]2[CH:38]=[CH:37][N:36]=[C:35]([CH3:39])[CH:34]=2)[CH:28]=1)=[O:26])(C)(C)C. (7) Given the product [CH:1]([C:3]1[CH:12]=[CH:11][C:6]([C:7]([OH:9])=[O:8])=[CH:5][CH:4]=1)=[CH2:2], predict the reactants needed to synthesize it. The reactants are: [CH:1]([C:3]1[CH:12]=[CH:11][C:6]([C:7]([O:9]C)=[O:8])=[CH:5][CH:4]=1)=[CH2:2].[OH-].[Na+].C(OCC)C.